This data is from Forward reaction prediction with 1.9M reactions from USPTO patents (1976-2016). The task is: Predict the product of the given reaction. Given the reactants Br[C:2]1[CH:7]=[CH:6][C:5]([C:8]([F:11])([F:10])[F:9])=[CH:4][CH:3]=1.C[CH:13]([C@@H:17]1[CH2:22][CH2:21][NH:20][C@H:19]([C:23]2[CH:28]=[CH:27][C:26]([C:29]([F:32])([F:31])[F:30])=[CH:25][CH:24]=2)[CH2:18]1)[C:14]([O-:16])=[O:15], predict the reaction product. The product is: [F:9][C:8]([F:11])([F:10])[C:5]1[CH:6]=[CH:7][C:2]([CH:19]([C:23]2[CH:24]=[CH:25][C:26]([C:29]([F:30])([F:31])[F:32])=[CH:27][CH:28]=2)[N:20]2[CH2:21][CH2:22][C@@H:17]([CH2:13][C:14]([OH:16])=[O:15])[CH2:18][C@H:19]2[C:23]2[CH:24]=[CH:25][C:26]([C:29]([F:32])([F:30])[F:31])=[CH:27][CH:28]=2)=[CH:3][CH:4]=1.